Dataset: Forward reaction prediction with 1.9M reactions from USPTO patents (1976-2016). Task: Predict the product of the given reaction. (1) Given the reactants [CH3:1][C:2]1[C:3]([OH:11])=[C:4]([CH3:10])[C:5]([CH3:9])=[C:6]([CH:8]=1)[OH:7].[C:12](Cl)(=[O:14])[CH3:13].[C:16](OCC)(=[O:18])[CH3:17], predict the reaction product. The product is: [C:12]([O:7][C:6]1[CH:8]=[C:2]([CH3:1])[C:3]([O:11][C:16](=[O:18])[CH3:17])=[C:4]([CH3:10])[C:5]=1[CH3:9])(=[O:14])[CH3:13]. (2) Given the reactants [CH2:1]([O:8][C:9]1[CH:14]=[CH:13][N:12]=[C:11](Cl)[CH:10]=1)[C:2]1[CH:7]=[CH:6][CH:5]=[CH:4][CH:3]=1.C1(P(C2CCCCC2)C2C=CC=CC=2C2C(C(C)C)=CC(C(C)C)=CC=2C(C)C)CCCCC1.[Li+].C[Si]([N-:55][Si](C)(C)C)(C)C, predict the reaction product. The product is: [CH2:1]([O:8][C:9]1[CH:14]=[CH:13][N:12]=[C:11]([NH2:55])[CH:10]=1)[C:2]1[CH:7]=[CH:6][CH:5]=[CH:4][CH:3]=1.